From a dataset of Full USPTO retrosynthesis dataset with 1.9M reactions from patents (1976-2016). Predict the reactants needed to synthesize the given product. (1) Given the product [Cl:1][C:2]1[C:3]([NH:23][C:24]23[C:30]([CH3:31])([CH3:32])[C:27]([CH3:33])([CH2:28][CH2:29]2)[CH:26]([OH:34])[CH2:25]3)=[C:4]2[N:10]=[C:9]([C:11]3[CH:16]=[CH:15][C:14]([N:17]4[CH2:22][CH2:21][O:20][CH2:19][CH2:18]4)=[CH:13][CH:12]=3)[NH:8][C:5]2=[N:6][CH:7]=1, predict the reactants needed to synthesize it. The reactants are: [Cl:1][C:2]1[C:3]([NH:23][C:24]23[C:30]([CH3:32])([CH3:31])[C:27]([CH3:33])([CH2:28][CH2:29]2)[C:26](=[O:34])[CH2:25]3)=[C:4]2[N:10]=[C:9]([C:11]3[CH:16]=[CH:15][C:14]([N:17]4[CH2:22][CH2:21][O:20][CH2:19][CH2:18]4)=[CH:13][CH:12]=3)[NH:8][C:5]2=[N:6][CH:7]=1.C(O)C.[BH4-].[Na+]. (2) The reactants are: [N+:1]([C:4]1[CH:5]=[C:6]([CH:9]=[CH:10][CH:11]=1)[CH:7]=O)([O-:3])=[O:2].[CH3:12][O:13][C:14]([C:16]1[CH:17]=[C:18]([CH3:43])[C:19]2[O:25][C:24]3[C:26]([Cl:39])=[CH:27][C:28]([N:30]4[CH2:35][CH2:34][N:33](C5CC5)[CH2:32][CH2:31]4)=[CH:29][C:23]=3[CH2:22][S:21](=[O:41])(=[O:40])[C:20]=2[CH:42]=1)=[O:15].C([BH3-])#N.[Na+].O. Given the product [CH3:12][O:13][C:14]([C:16]1[CH:17]=[C:18]([CH3:43])[C:19]2[O:25][C:24]3[C:26]([Cl:39])=[CH:27][C:28]([N:30]4[CH2:31][CH2:32][N:33]([CH2:7][C:6]5[CH:9]=[CH:10][CH:11]=[C:4]([N+:1]([O-:3])=[O:2])[CH:5]=5)[CH2:34][CH2:35]4)=[CH:29][C:23]=3[CH2:22][S:21](=[O:40])(=[O:41])[C:20]=2[CH:42]=1)=[O:15], predict the reactants needed to synthesize it. (3) Given the product [C:12]([C:16]1[N:17]=[C:18]([CH:32]2[CH2:33][CH2:34]2)[CH:19]=[C:20]([N:22]2[CH2:27][CH2:26][N:25]([CH2:28][CH2:29][CH2:30][S:7][C:5]3[S:6][C:2]([CH3:1])=[N:3][N:4]=3)[CH2:24][CH2:23]2)[N:21]=1)([CH3:15])([CH3:13])[CH3:14], predict the reactants needed to synthesize it. The reactants are: [CH3:1][C:2]1[S:6][C:5]([SH:7])=[N:4][N:3]=1.[OH-].[Li+].[I-].[Na+].[C:12]([C:16]1[N:21]=[C:20]([N:22]2[CH2:27][CH2:26][N:25]([CH2:28][CH2:29][CH2:30]Cl)[CH2:24][CH2:23]2)[CH:19]=[C:18]([CH:32]2[CH2:34][CH2:33]2)[N:17]=1)([CH3:15])([CH3:14])[CH3:13]. (4) Given the product [O:32]=[S:7]1(=[O:6])[CH:8]=[CH:9][CH:10]([C:13]2[CH:14]=[CH:15][C:16]([N:19]3[CH2:23][C@H:22]([CH2:24][NH:25][C:2](=[O:3])[O:4][CH3:5])[O:21][C:20]3=[O:31])=[CH:17][CH:18]=2)[CH2:11][CH2:12]1, predict the reactants needed to synthesize it. The reactants are: Cl[C:2]([O:4][CH3:5])=[O:3].[O:6]=[S:7]1(=[O:32])[CH:12]=[CH:11][CH:10]([C:13]2[CH:18]=[CH:17][C:16]([N:19]3[CH2:23][C@H:22]([CH2:24][NH:25]C(=O)C(F)F)[O:21][C:20]3=[O:31])=[CH:15][CH:14]=2)[CH2:9][CH2:8]1. (5) Given the product [O:76]=[C:75]([N:77]1[CH2:81][CH2:80][CH2:79][CH:78]1[C:82]([F:85])([F:83])[F:84])[CH2:74][O:38][C:37](=[O:39])[CH2:36][CH2:35][NH:34][S:31]([C:27]1[CH:28]=[CH:29][CH:30]=[C:25]([C:23]([N:20]2[CH2:21][CH2:22][C:15]3([NH:14]/[C:13](=[N:12]/[C:10]([C:3]4[C:2]([NH2:1])=[N:7][C:6]([NH2:8])=[C:5]([Cl:9])[N:4]=4)=[O:11])/[NH:17][CH2:16]3)[CH2:18][CH2:19]2)=[O:24])[CH:26]=1)(=[O:32])=[O:33], predict the reactants needed to synthesize it. The reactants are: [NH2:1][C:2]1[C:3]([C:10](/[N:12]=[C:13]2/[NH:14][C:15]3([CH2:22][CH2:21][N:20]([C:23]([C:25]4[CH:26]=[C:27]([S:31]([NH:34][CH2:35][CH2:36][C:37]([OH:39])=[O:38])(=[O:33])=[O:32])[CH:28]=[CH:29][CH:30]=4)=[O:24])[CH2:19][CH2:18]3)[CH2:16][NH:17]/2)=[O:11])=[N:4][C:5]([Cl:9])=[C:6]([NH2:8])[N:7]=1.C(N(CC)C(C)C)(C)C.CN(C(ON1N=NC2C=CC=NC1=2)=[N+](C)C)C.F[P-](F)(F)(F)(F)F.O[CH2:74][C:75]([N:77]1[CH2:81][CH2:80][CH2:79][CH:78]1[C:82]([F:85])([F:84])[F:83])=[O:76]. (6) Given the product [CH3:22][C:7]1([CH3:21])[C:8]2[NH:9][C:10]3[C:15](=[CH:14][CH:13]=[C:12]([C:19]#[N:20])[CH:11]=3)[C:16]=2[C:17](=[O:18])[C:5]2[CH:4]=[CH:3][C:2]([O:1][C:25]3[N:30]=[CH:29][CH:28]=[CH:27][N:26]=3)=[CH:23][C:6]1=2, predict the reactants needed to synthesize it. The reactants are: [OH:1][C:2]1[CH:3]=[CH:4][C:5]2[C:17](=[O:18])[C:16]3[C:15]4[C:10](=[CH:11][C:12]([C:19]#[N:20])=[CH:13][CH:14]=4)[NH:9][C:8]=3[C:7]([CH3:22])([CH3:21])[C:6]=2[CH:23]=1.Br[C:25]1[N:30]=[CH:29][CH:28]=[CH:27][N:26]=1. (7) The reactants are: Br[C:2]1[CH:10]=[CH:9][C:8]2[C:4](=[C:5]([CH3:13])[N:6]([CH2:11][CH3:12])[N:7]=2)[CH:3]=1.[Cl:14][C:15]1[CH:29]=[CH:28][C:18]([CH2:19][O:20][C:21]2[CH:26]=[CH:25][NH:24][C:23](=[O:27])[CH:22]=2)=[CH:17][CH:16]=1.C(=O)([O-])[O-].[K+].[K+].CN[C@@H]1CCCC[C@H]1NC. Given the product [Cl:14][C:15]1[CH:29]=[CH:28][C:18]([CH2:19][O:20][C:21]2[CH:26]=[CH:25][N:24]([C:2]3[CH:10]=[CH:9][C:8]4[C:4](=[C:5]([CH3:13])[N:6]([CH2:11][CH3:12])[N:7]=4)[CH:3]=3)[C:23](=[O:27])[CH:22]=2)=[CH:17][CH:16]=1, predict the reactants needed to synthesize it. (8) Given the product [NH2:10][C@H:11]1[CH2:16][CH2:15][CH2:14][C@H:13]([NH:17][C:18]2[N:27]=[C:26]([N:28]([CH3:30])[CH3:29])[C:25]3[C:20](=[CH:21][CH:22]=[CH:23][CH:24]=3)[N:19]=2)[CH2:12]1, predict the reactants needed to synthesize it. The reactants are: C(OC(=O)[NH:10][C@H:11]1[CH2:16][CH2:15][CH2:14][C@H:13]([N:17](C(OCC2C=CC=CC=2)=O)[C:18]2[N:27]=[C:26]([N:28]([CH3:30])[CH3:29])[C:25]3[C:20](=[CH:21][CH:22]=[CH:23][CH:24]=3)[N:19]=2)[CH2:12]1)C1C=CC=CC=1. (9) Given the product [CH3:1][O:2][C:3]1[C:4]([CH:20]([N:38]2[CH2:43][CH2:42][CH2:41][CH2:40][C@H:39]2[C:44]2[CH:53]=[CH:52][C:47]([C:48]([O:50][CH3:51])=[O:49])=[CH:46][CH:45]=2)[C:21]([F:23])([F:22])[F:24])=[C:5]2[C:9](=[C:10]([CH3:12])[CH:11]=1)[N:8]([C:13]([O:15][C:16]([CH3:19])([CH3:18])[CH3:17])=[O:14])[CH:7]=[CH:6]2, predict the reactants needed to synthesize it. The reactants are: [CH3:1][O:2][C:3]1[C:4]([CH:20](O)[C:21]([F:24])([F:23])[F:22])=[C:5]2[C:9](=[C:10]([CH3:12])[CH:11]=1)[N:8]([C:13]([O:15][C:16]([CH3:19])([CH3:18])[CH3:17])=[O:14])[CH:7]=[CH:6]2.CCN(CC)CC.CS(Cl)(=O)=O.[NH:38]1[CH2:43][CH2:42][CH2:41][CH2:40][C@H:39]1[C:44]1[CH:53]=[CH:52][C:47]([C:48]([O:50][CH3:51])=[O:49])=[CH:46][CH:45]=1. (10) Given the product [Cl:20][C:18]1[CH:17]=[CH:16][N:15]=[C:14]([O:5][CH2:4][CH2:3][Si:2]([CH3:7])([CH3:6])[CH3:1])[N:19]=1, predict the reactants needed to synthesize it. The reactants are: [CH3:1][Si:2]([CH3:7])([CH3:6])[CH2:3][CH2:4][OH:5].C([Li])CCC.Cl[C:14]1[N:19]=[C:18]([Cl:20])[CH:17]=[CH:16][N:15]=1.